From a dataset of Reaction yield outcomes from USPTO patents with 853,638 reactions. Predict the reaction yield, written as a fraction of the theoretical maximum amount of product (1.0 means a 100% yield; for example, 0.34 means a 34% yield). (1) The product is [Cl:18][C:17]1[CH:16]=[CH:15][N:14]([CH3:21])[C:13]=1[C:11]1[O:10][N:9]=[C:8]([C:5]2[CH:6]=[CH:7][C:2]([Cl:1])=[CH:3][CH:4]=2)[N:12]=1. The reactants are [Cl:1][C:2]1[CH:7]=[CH:6][C:5]([C:8]2[N:12]=[C:11]([C:13]3[NH:14][CH:15]=[CH:16][C:17]=3[Cl:18])[O:10][N:9]=2)=[CH:4][CH:3]=1.IC.[C:21](=O)([O-])[O-].[K+].[K+].O. The catalyst is CN(C)C=O. The yield is 0.370. (2) The catalyst is C1COCC1.C(N(CC)CC)C.Cl[Pd](Cl)([P](C1C=CC=CC=1)(C1C=CC=CC=1)C1C=CC=CC=1)[P](C1C=CC=CC=1)(C1C=CC=CC=1)C1C=CC=CC=1.[Cu]Cl. The reactants are [C:1]([C:3]1[CH:8]=[CH:7][C:6]([NH2:9])=[C:5]([N+:10]([O-:12])=[O:11])[CH:4]=1)#[CH:2].I[C:14]1[CH:22]=[C:21]2[C:17]([CH:18]=[N:19][NH:20]2)=[CH:16][CH:15]=1. The yield is 0.350. The product is [NH:20]1[C:21]2[C:17](=[CH:16][CH:15]=[C:14]([C:2]#[C:1][C:3]3[CH:8]=[CH:7][C:6]([NH2:9])=[C:5]([N+:10]([O-:12])=[O:11])[CH:4]=3)[CH:22]=2)[CH:18]=[N:19]1.